From a dataset of Reaction yield outcomes from USPTO patents with 853,638 reactions. Predict the reaction yield, written as a fraction of the theoretical maximum amount of product (1.0 means a 100% yield; for example, 0.34 means a 34% yield). (1) The reactants are [S:1]1[CH:6]=[CH:5][C:4](=[O:7])[CH2:3][CH2:2]1.C(N(CC)CC)C.FC(F)(F)S(O[Si:21]([C:24]([CH3:27])([CH3:26])[CH3:25])([CH3:23])[CH3:22])(=O)=O. The catalyst is C(Cl)Cl. The product is [O:7]([C:4]1[CH:3]=[CH:2][S:1][CH2:6][CH:5]=1)[Si:21]([C:24]([CH3:27])([CH3:26])[CH3:25])([CH3:23])[CH3:22]. The yield is 0.610. (2) The reactants are [Cl:1][C:2]1[CH:3]=[C:4]([OH:8])[CH:5]=[N:6][CH:7]=1.C(=O)([O-])[O-].[K+].[K+].[C:15]([C:18]1[CH:25]=[CH:24][C:21]([CH2:22]Br)=[CH:20][CH:19]=1)([OH:17])=[O:16]. The catalyst is CC(C)=O. The product is [Cl:1][C:2]1[CH:3]=[C:4]([O:8][CH2:22][C:21]2[CH:24]=[CH:25][C:18]([C:15]([OH:17])=[O:16])=[CH:19][CH:20]=2)[CH:5]=[N:6][CH:7]=1. The yield is 0.530. (3) The reactants are Cl.[Cl:2][C:3]1[N:8]=[CH:7][C:6]([CH2:9][N:10]2[CH:15]=[CH:14][CH:13]=[CH:12][C:11]2=[NH:16])=[CH:5][CH:4]=1.[Cl:17][CH2:18][C:19](O)=[O:20].CCN=C=NCCCN(C)C.Cl. The catalyst is ClCCl.CN(C1C=CN=CC=1)C. The product is [Cl:17][CH2:18][C:19]([N:16]=[C:11]1[CH:12]=[CH:13][CH:14]=[CH:15][N:10]1[CH2:9][C:6]1[CH:7]=[N:8][C:3]([Cl:2])=[CH:4][CH:5]=1)=[O:20]. The yield is 0.0500. (4) The reactants are [NH2:1][NH2:2].[C:3]1(=O)[C:11]2[CH2:10][CH2:9][CH2:8][CH2:7][C:6]=2[C:5](=[O:12])[O:4]1. The catalyst is O.CC(O)=O. The product is [C:5]1(=[O:12])[C:6]2[CH2:7][CH2:8][CH2:9][CH2:10][C:11]=2[C:3](=[O:4])[NH:2][NH:1]1. The yield is 0.960. (5) The reactants are [NH2:1][C:2]1[C:11]2[C:6](=[CH:7][CH:8]=[CH:9][CH:10]=2)[C:5]([C:12]2[CH:13]=[CH:14][C:15]([CH2:19][C:20]3[CH:21]=NC=[CH:24][CH:25]=3)=[C:16]([OH:18])[CH:17]=2)=[CH:4][CH:3]=1.CC(C)([O-:29])C.[K+]. The catalyst is C(O)(C)(C)C. The product is [NH2:1][C:2]1[C:11]2[C:6](=[CH:7][CH:8]=[CH:9][CH:10]=2)[C:5]([C:12]2[CH:13]=[CH:14][C:15]([CH2:19][CH:20]3[CH2:25][CH2:24][O:29][CH2:21]3)=[C:16]([OH:18])[CH:17]=2)=[CH:4][CH:3]=1. The yield is 0.190. (6) The reactants are [NH2:1][C:2]1[C:3]2[C:10]([C:11]3[CH:12]=[C:13]4[C:17](=[CH:18][CH:19]=3)[N:16]([C:20](=[O:29])[CH2:21][C:22]3[CH:27]=[CH:26][CH:25]=[C:24]([CH3:28])[CH:23]=3)[CH2:15][CH2:14]4)=[CH:9][N:8]([CH:30]3[CH2:35][CH2:34][N:33](C(OC(C)(C)C)=O)[CH2:32][CH2:31]3)[C:4]=2[N:5]=[CH:6][N:7]=1.Cl. The catalyst is O1CCOCC1. The product is [CH3:28][C:24]1[CH:23]=[C:22]([CH2:21][C:20]([N:16]2[C:17]3[C:13](=[CH:12][C:11]([C:10]4[C:3]5[C:2]([NH2:1])=[N:7][CH:6]=[N:5][C:4]=5[N:8]([CH:30]5[CH2:35][CH2:34][NH:33][CH2:32][CH2:31]5)[CH:9]=4)=[CH:19][CH:18]=3)[CH2:14][CH2:15]2)=[O:29])[CH:27]=[CH:26][CH:25]=1. The yield is 0.800.